Dataset: Full USPTO retrosynthesis dataset with 1.9M reactions from patents (1976-2016). Task: Predict the reactants needed to synthesize the given product. (1) Given the product [CH:1]([N:5]1[C:13]2[CH:12]=[C:11]([C:14]3[CH:19]=[N:18][C:17]([N:20]4[CH2:25][CH2:24][NH:23][CH2:22][CH2:21]4)=[CH:16][CH:15]=3)[CH:10]=[C:9]([C:33]([NH:34][CH2:35][C:36]3[C:37]([O:44][CH3:45])=[N:38][N:39]([CH2:42][CH3:43])[C:40]=3[CH3:41])=[O:46])[C:8]=2[C:7]([CH3:47])=[CH:6]1)([CH2:3][CH3:4])[CH3:2], predict the reactants needed to synthesize it. The reactants are: [CH:1]([N:5]1[C:13]2[C:8](=[C:9]([C:33](=[O:46])[NH:34][CH2:35][C:36]3[C:37]([O:44][CH3:45])=[N:38][N:39]([CH2:42][CH3:43])[C:40]=3[CH3:41])[CH:10]=[C:11]([C:14]3[CH:15]=[CH:16][C:17]([N:20]4[CH2:25][CH2:24][N:23](C(OC(C)(C)C)=O)[CH2:22][CH2:21]4)=[N:18][CH:19]=3)[CH:12]=2)[C:7]([CH3:47])=[CH:6]1)([CH2:3][CH3:4])[CH3:2].C(=O)(O)[O-].[Na+]. (2) Given the product [CH3:1][C:2]1[C:7]([CH2:8][NH:9][CH:10]2[CH2:15][CH2:14][N:13]([CH2:16][C:17]([OH:19])=[O:18])[CH2:12][CH2:11]2)=[CH:6][CH:5]=[CH:4][N:3]=1, predict the reactants needed to synthesize it. The reactants are: [CH3:1][C:2]1[C:7]([CH2:8][NH:9][CH:10]2[CH2:15][CH2:14][N:13]([CH2:16][C:17]([O:19]C)=[O:18])[CH2:12][CH2:11]2)=[CH:6][CH:5]=[CH:4][N:3]=1.[Li+].[OH-].Cl. (3) Given the product [Br:23][C:24]1[CH:25]=[C:26]([CH:30]=[C:31]([C:33]([F:34])([F:35])[F:36])[CH:32]=1)[C:27]([NH:18][CH2:17][C:16]1[CH:19]=[C:12]([Cl:11])[CH:13]=[CH:14][C:15]=1[S:20][CH2:21][CH3:22])=[O:28], predict the reactants needed to synthesize it. The reactants are: C1C=CC2N(O)N=NC=2C=1.[Cl:11][C:12]1[CH:13]=[CH:14][C:15]([S:20][CH2:21][CH3:22])=[C:16]([CH:19]=1)[CH2:17][NH2:18].[Br:23][C:24]1[CH:25]=[C:26]([CH:30]=[C:31]([C:33]([F:36])([F:35])[F:34])[CH:32]=1)[C:27](O)=[O:28]. (4) Given the product [CH3:11][O:10][C:8]([C:5]1[CH:4]=[N:15][N:14]([C:16]2[N:17]=[C:18]([NH2:34])[C:19]3[N:20]=[CH:21][N:22]([C:32]=3[N:33]=2)[C@@H:23]2[O:31][C@H:28]([CH2:29][OH:30])[C@@H:26]([OH:27])[C@H:24]2[OH:25])[CH:6]=1)=[O:9], predict the reactants needed to synthesize it. The reactants are: [Na].CO[CH:4](OC)[C:5]([C:8]([O:10][CH3:11])=[O:9])=[CH:6]O.[NH:14]([C:16]1[N:17]=[C:18]([NH2:34])[C:19]2[N:20]=[CH:21][N:22]([C:32]=2[N:33]=1)[C@@H:23]1[O:31][C@H:28]([CH2:29][OH:30])[C@@H:26]([OH:27])[C@H:24]1[OH:25])[NH2:15]. (5) Given the product [C:1]1([CH:7]([C:17]2[CH:22]=[CH:21][N:20]=[N:19][CH:18]=2)[CH2:8][NH2:9])[CH:6]=[CH:5][CH:4]=[CH:3][CH:2]=1, predict the reactants needed to synthesize it. The reactants are: [C:1]1([CH:7]([C:17]2[CH:22]=[CH:21][N:20]=[N:19][CH:18]=2)[CH2:8][NH:9]C(=O)OC(C)(C)C)[CH:6]=[CH:5][CH:4]=[CH:3][CH:2]=1.